From a dataset of Forward reaction prediction with 1.9M reactions from USPTO patents (1976-2016). Predict the product of the given reaction. (1) Given the reactants C(N(CC)CC)C.[CH3:8][S:9](Cl)(=[O:11])=[O:10].[CH3:13][CH:14]([CH3:25])[CH2:15][CH:16]([OH:24])[CH2:17][CH2:18][C:19]1[S:20][CH:21]=[CH:22][CH:23]=1, predict the reaction product. The product is: [CH3:8][S:9]([O:24][CH:16]([CH2:15][CH:14]([CH3:25])[CH3:13])[CH2:17][CH2:18][C:19]1[S:20][CH:21]=[CH:22][CH:23]=1)(=[O:11])=[O:10]. (2) Given the reactants [C:1]([N:4]1[CH2:9][CH2:8][C@H:7]([NH:10][C:11]([C:13]2[NH:14][C:15]([CH2:19][CH3:20])=[C:16]([Cl:18])[N:17]=2)=[O:12])[C@H:6]([O:21][CH3:22])[CH2:5]1)(=[S:3])[NH2:2].Br[CH:24]([CH3:32])[C:25](=O)[CH2:26][C:27]([O:29][CH3:30])=[O:28], predict the reaction product. The product is: [Cl:18][C:16]1[N:17]=[C:13]([C:11]([NH:10][C@H:7]2[CH2:8][CH2:9][N:4]([C:1]3[S:3][C:24]([CH3:32])=[C:25]([CH2:26][C:27]([O:29][CH3:30])=[O:28])[N:2]=3)[CH2:5][C@H:6]2[O:21][CH3:22])=[O:12])[NH:14][C:15]=1[CH2:19][CH3:20]. (3) Given the reactants Br[C:2]1[C:10]2[C:5](=[CH:6][C:7]([C:11]([O:13][CH3:14])=[O:12])=[CH:8][CH:9]=2)[N:4]([CH2:15][C:16]([O:18][C:19]([CH3:22])([CH3:21])[CH3:20])=[O:17])[N:3]=1.[CH2:23]([O:27]C=C)[CH2:24]CC.C1(P(C2C=CC=CC=2)C2C=CC=CC=2)C=CC=CC=1.C(N(CC)CC)C, predict the reaction product. The product is: [C:23]([C:2]1[C:10]2[C:5](=[CH:6][C:7]([C:11]([O:13][CH3:14])=[O:12])=[CH:8][CH:9]=2)[N:4]([CH2:15][C:16]([O:18][C:19]([CH3:22])([CH3:21])[CH3:20])=[O:17])[N:3]=1)(=[O:27])[CH3:24]. (4) Given the reactants COC(C1C=C(C)SC=1[NH:11][C:12](=[O:23])[C:13]1[CH:18]=[CH:17][C:16]([O:19][CH3:20])=[C:15]([O:21][CH3:22])[CH:14]=1)=O.NN, predict the reaction product. The product is: [CH3:22][O:21][C:15]1[CH:14]=[C:13]([CH:18]=[CH:17][C:16]=1[O:19][CH3:20])[C:12]([NH2:11])=[O:23]. (5) The product is: [CH3:32][S:33]([OH:36])(=[O:35])=[O:34].[Cl:1][C:2]1[CH:18]=[C:17]([NH:19][C:20]2[C:21]3[N:28]([CH2:29][CH2:30][OH:31])[CH:27]=[CH:26][C:22]=3[N:23]=[CH:24][N:25]=2)[CH:16]=[CH:15][C:3]=1[O:4][C:5]1[CH:13]=[CH:12][CH:11]=[C:10]2[C:6]=1[CH2:7][C:8](=[O:14])[NH:9]2. Given the reactants [Cl:1][C:2]1[CH:18]=[C:17]([NH:19][C:20]2[C:21]3[N:28]([CH2:29][CH2:30][OH:31])[CH:27]=[CH:26][C:22]=3[N:23]=[CH:24][N:25]=2)[CH:16]=[CH:15][C:3]=1[O:4][C:5]1[CH:13]=[CH:12][CH:11]=[C:10]2[C:6]=1[CH2:7][C:8](=[O:14])[NH:9]2.[CH3:32][S:33]([OH:36])(=[O:35])=[O:34].C(OC(C)C)(C)C, predict the reaction product. (6) Given the reactants [Cl:1][C:2]1[N:3]=[C:4]([NH:11][C:12]2[CH:16]=[C:15]([C:17]([O:19]C)=[O:18])[NH:14][N:13]=2)[C:5]2[O:10][CH:9]=[CH:8][C:6]=2[N:7]=1.[OH-].[Na+], predict the reaction product. The product is: [Cl:1][C:2]1[N:3]=[C:4]([NH:11][C:12]2[CH:16]=[C:15]([C:17]([OH:19])=[O:18])[NH:14][N:13]=2)[C:5]2[O:10][CH:9]=[CH:8][C:6]=2[N:7]=1. (7) The product is: [CH2:33]([C:30]1[CH:29]=[N:28][C:27]([N:23]2[CH2:24][CH2:25][CH:20]([C@H:18]3[O:17][C:14]4=[CH:15][N:16]=[C:11]([C:8]5[CH2:9][CH2:10][N:5]([S:2]([CH3:1])(=[O:3])=[O:4])[CH2:6][CH:7]=5)[CH:12]=[C:13]4[CH2:19]3)[CH2:21][CH2:22]2)=[N:32][CH:31]=1)[CH3:34]. Given the reactants [CH3:1][S:2]([N:5]1[CH2:10][CH:9]=[C:8]([C:11]2[CH:12]=[C:13]3[CH2:19][C@@H:18]([CH:20]4[CH2:25][CH2:24][NH:23][CH2:22][CH2:21]4)[O:17][C:14]3=[CH:15][N:16]=2)[CH2:7][CH2:6]1)(=[O:4])=[O:3].Cl[C:27]1[N:32]=[CH:31][C:30]([CH2:33][CH3:34])=[CH:29][N:28]=1, predict the reaction product.